Dataset: NCI-60 drug combinations with 297,098 pairs across 59 cell lines. Task: Regression. Given two drug SMILES strings and cell line genomic features, predict the synergy score measuring deviation from expected non-interaction effect. (1) Drug 1: C1=C(C(=O)NC(=O)N1)F. Drug 2: CC12CCC3C(C1CCC2O)C(CC4=C3C=CC(=C4)O)CCCCCCCCCS(=O)CCCC(C(F)(F)F)(F)F. Cell line: T-47D. Synergy scores: CSS=32.0, Synergy_ZIP=-13.9, Synergy_Bliss=-15.2, Synergy_Loewe=-3.07, Synergy_HSA=-3.03. (2) Drug 1: C#CCC(CC1=CN=C2C(=N1)C(=NC(=N2)N)N)C3=CC=C(C=C3)C(=O)NC(CCC(=O)O)C(=O)O. Drug 2: CC(C)CN1C=NC2=C1C3=CC=CC=C3N=C2N. Cell line: SK-MEL-28. Synergy scores: CSS=-3.03, Synergy_ZIP=1.84, Synergy_Bliss=-1.43, Synergy_Loewe=-1.26, Synergy_HSA=-5.34. (3) Drug 1: C1=C(C(=O)NC(=O)N1)F. Drug 2: C1C(C(OC1N2C=NC3=C(N=C(N=C32)Cl)N)CO)O. Cell line: SK-OV-3. Synergy scores: CSS=17.3, Synergy_ZIP=5.77, Synergy_Bliss=3.76, Synergy_Loewe=3.50, Synergy_HSA=3.61. (4) Drug 2: C1CN(CCN1C(=O)CCBr)C(=O)CCBr. Synergy scores: CSS=17.8, Synergy_ZIP=-6.26, Synergy_Bliss=3.00, Synergy_Loewe=1.67, Synergy_HSA=3.96. Drug 1: CN1C(=O)N2C=NC(=C2N=N1)C(=O)N. Cell line: SW-620. (5) Drug 1: CC(C)(C#N)C1=CC(=CC(=C1)CN2C=NC=N2)C(C)(C)C#N. Drug 2: CC1C(C(CC(O1)OC2CC(CC3=C2C(=C4C(=C3O)C(=O)C5=CC=CC=C5C4=O)O)(C(=O)C)O)N)O. Cell line: BT-549. Synergy scores: CSS=36.0, Synergy_ZIP=-1.09, Synergy_Bliss=-4.40, Synergy_Loewe=-2.69, Synergy_HSA=-2.88. (6) Drug 1: CN(C)N=NC1=C(NC=N1)C(=O)N. Drug 2: CCC(=C(C1=CC=CC=C1)C2=CC=C(C=C2)OCCN(C)C)C3=CC=CC=C3.C(C(=O)O)C(CC(=O)O)(C(=O)O)O. Cell line: SK-MEL-2. Synergy scores: CSS=-1.54, Synergy_ZIP=2.71, Synergy_Bliss=3.17, Synergy_Loewe=0.788, Synergy_HSA=-0.582.